Dataset: Forward reaction prediction with 1.9M reactions from USPTO patents (1976-2016). Task: Predict the product of the given reaction. Given the reactants [C:1]([N:8]1[CH2:11][C:10](=O)[CH2:9]1)([O:3][C:4]([CH3:7])([CH3:6])[CH3:5])=[O:2].[CH3:13][NH:14][CH3:15], predict the reaction product. The product is: [CH3:13][N:14]([CH3:15])[CH:10]1[CH2:11][N:8]([C:1]([O:3][C:4]([CH3:7])([CH3:6])[CH3:5])=[O:2])[CH2:9]1.